Predict which catalyst facilitates the given reaction. From a dataset of Catalyst prediction with 721,799 reactions and 888 catalyst types from USPTO. Reactant: [CH2:1]([N:3]([CH2:37][CH3:38])[CH2:4][CH2:5][CH2:6][NH:7][C:8]1[N:9]=[C:10]([C:27]2[CH:28]=[C:29]([CH:33]=[CH:34][C:35]=2[CH3:36])[C:30]([OH:32])=O)[C:11]2[CH:17]=[CH:16][C:15](=[O:18])[N:14]([C:19]3[C:24]([F:25])=[CH:23][CH:22]=[CH:21][C:20]=3[F:26])[C:12]=2[N:13]=1)[CH3:2].CN(C(O[N:47]1N=N[C:49]2C=CC=[CH:53][C:48]1=2)=[N+](C)C)C.F[P-](F)(F)(F)(F)F.C(N)(C)C. Product: [CH2:37]([N:3]([CH2:1][CH3:2])[CH2:4][CH2:5][CH2:6][NH:7][C:8]1[N:9]=[C:10]([C:27]2[CH:28]=[C:29]([CH:33]=[CH:34][C:35]=2[CH3:36])[C:30]([NH:47][CH:48]([CH3:53])[CH3:49])=[O:32])[C:11]2[CH:17]=[CH:16][C:15](=[O:18])[N:14]([C:19]3[C:24]([F:25])=[CH:23][CH:22]=[CH:21][C:20]=3[F:26])[C:12]=2[N:13]=1)[CH3:38]. The catalyst class is: 4.